This data is from Forward reaction prediction with 1.9M reactions from USPTO patents (1976-2016). The task is: Predict the product of the given reaction. (1) Given the reactants [CH2:1]([C:3]1[CH:8]=[CH:7][CH:6]=[CH:5][N:4]=1)[CH3:2].[Br:9]N1C(=O)CCC1=O.C(OOC(=O)C1C=CC=CC=1)(=O)C1C=CC=CC=1.[Cl:35]C(Cl)(Cl)C, predict the reaction product. The product is: [ClH:35].[Br:9][CH:1]([C:3]1[CH:8]=[CH:7][CH:6]=[CH:5][N:4]=1)[CH3:2]. (2) Given the reactants [NH:1]1[C:9]2[C:4](=[CH:5][CH:6]=[CH:7][CH:8]=2)[C:3]([CH2:10][C@H:11]([NH:30]C(=O)OC(C)(C)C)[CH2:12][O:13][C:14]2[CH:15]=[N:16][CH:17]=[C:18]([C:20]3[CH:21]=[C:22]4[C:27](=[CH:28][CH:29]=3)[CH:26]=[N:25][CH:24]=[CH:23]4)[CH:19]=2)=[CH:2]1.C(O)(C(F)(F)F)=O, predict the reaction product. The product is: [NH:1]1[C:9]2[C:4](=[CH:5][CH:6]=[CH:7][CH:8]=2)[C:3]([CH2:10][C@H:11]([NH2:30])[CH2:12][O:13][C:14]2[CH:15]=[N:16][CH:17]=[C:18]([C:20]3[CH:21]=[C:22]4[C:27](=[CH:28][CH:29]=3)[CH:26]=[N:25][CH:24]=[CH:23]4)[CH:19]=2)=[CH:2]1. (3) Given the reactants Br[C:2]1[C:3]([CH:8]=[O:9])=[N:4][CH:5]=[CH:6][CH:7]=1.[S:10]1[CH:14]=[CH:13][CH:12]=[C:11]1B(O)O.COCCOC.C([O-])([O-])=O.[Na+].[Na+], predict the reaction product. The product is: [S:10]1[CH:14]=[CH:13][CH:12]=[C:11]1[C:2]1[C:3]([CH:8]=[O:9])=[N:4][CH:5]=[CH:6][CH:7]=1. (4) Given the reactants [F:1][C:2]1[CH:7]=[CH:6][C:5]([N:8]2[C:12]([C:13](OCC)=[O:14])=[CH:11][N:10]=[C:9]2[S:18][CH2:19][C:20]2[C:25]([F:26])=[CH:24][CH:23]=[C:22]([F:27])[C:21]=2[F:28])=[CH:4][CH:3]=1.[H-].[Al+3].[Li+].[H-].[H-].[H-], predict the reaction product. The product is: [F:1][C:2]1[CH:7]=[CH:6][C:5]([N:8]2[C:12]([CH2:13][OH:14])=[CH:11][N:10]=[C:9]2[S:18][CH2:19][C:20]2[C:25]([F:26])=[CH:24][CH:23]=[C:22]([F:27])[C:21]=2[F:28])=[CH:4][CH:3]=1. (5) Given the reactants O1CCCC1.[CH2:6]([C:10]1[CH:15]=[CH:14][C:13]([CH2:16][C:17](Cl)=[N:18][OH:19])=[CH:12][CH:11]=1)[CH2:7][CH2:8][CH3:9].[C:21]([C:23]1[C:24]([NH2:29])=[N:25][CH:26]=[CH:27][CH:28]=1)#[CH:22].C(N(CC)CC)C, predict the reaction product. The product is: [CH2:6]([C:10]1[CH:15]=[CH:14][C:13]([CH2:16][C:17]2[CH:22]=[C:21]([C:23]3[C:24]([NH2:29])=[N:25][CH:26]=[CH:27][CH:28]=3)[O:19][N:18]=2)=[CH:12][CH:11]=1)[CH2:7][CH2:8][CH3:9]. (6) Given the reactants [NH2:1][CH2:2][CH2:3][O:4][CH:5]([C:17]1[CH:22]=[CH:21][CH:20]=[C:19]([Cl:23])[CH:18]=1)[CH2:6][CH2:7][N:8]([CH3:16])[C:9](=[O:15])[O:10][C:11]([CH3:14])([CH3:13])[CH3:12].CCN(CC)CC.Cl[C:32]([O:34][CH3:35])=[O:33], predict the reaction product. The product is: [CH3:35][O:34][C:32]([NH:1][CH2:2][CH2:3][O:4][CH:5]([C:17]1[CH:22]=[CH:21][CH:20]=[C:19]([Cl:23])[CH:18]=1)[CH2:6][CH2:7][N:8]([CH3:16])[C:9](=[O:15])[O:10][C:11]([CH3:14])([CH3:12])[CH3:13])=[O:33].